This data is from Forward reaction prediction with 1.9M reactions from USPTO patents (1976-2016). The task is: Predict the product of the given reaction. (1) Given the reactants [Cl:1][C:2]1[CH:8]=[C:7]([O:9][C:10]2[C:19]3[C:14](=[CH:15][C:16]([O:22][CH3:23])=[C:17]([O:20][CH3:21])[CH:18]=3)[N:13]=[CH:12][N:11]=2)[CH:6]=[CH:5][C:3]=1[NH2:4].[C:24]1([CH3:30])[CH:29]=[CH:28][CH:27]=[CH:26][CH:25]=1.C(N(CC)CC)C.ClC(Cl)([O:41][C:42](=[O:48])OC(Cl)(Cl)Cl)Cl.COC1C=[CH:62][C:55]([CH:56](O)C(C)(C)C)=[CH:54]C=1, predict the reaction product. The product is: [Cl:1][C:2]1[CH:8]=[C:7]([O:9][C:10]2[C:19]3[C:14](=[CH:15][C:16]([O:22][CH3:23])=[C:17]([O:20][CH3:21])[CH:18]=3)[N:13]=[CH:12][N:11]=2)[CH:6]=[CH:5][C:3]=1[NH:4][C:42](=[O:48])[O:41][CH2:30][C:24]1[CH:29]=[CH:28][C:27]([C:55]([CH3:62])([CH3:56])[CH3:54])=[CH:26][CH:25]=1. (2) Given the reactants Cl[C:2]1[CH:9]=[CH:8][C:5]([CH:6]=[O:7])=[C:4]([N:10]([CH3:12])[CH3:11])[N:3]=1.C(=O)([O-])[O-].[Na+].[Na+].[CH:19]1(B(O)O)[CH2:21][CH2:20]1, predict the reaction product. The product is: [CH:19]1([C:2]2[CH:9]=[CH:8][C:5]([CH:6]=[O:7])=[C:4]([N:10]([CH3:12])[CH3:11])[N:3]=2)[CH2:21][CH2:20]1. (3) Given the reactants [Br:1][C:2]1[CH:3]=[C:4]([Cl:13])[C:5]([C:8]2([CH2:11][NH2:12])[CH2:10][CH2:9]2)=[N:6][CH:7]=1.C(N(CC)CC)C.[F:21][C:22]([F:33])([F:32])[C:23]1[C:24]([C:29](Cl)=[O:30])=[N:25][CH:26]=[CH:27][CH:28]=1.O, predict the reaction product. The product is: [Br:1][C:2]1[CH:3]=[C:4]([Cl:13])[C:5]([C:8]2([CH2:11][NH:12][C:29]([C:24]3[C:23]([C:22]([F:33])([F:21])[F:32])=[CH:28][CH:27]=[CH:26][N:25]=3)=[O:30])[CH2:9][CH2:10]2)=[N:6][CH:7]=1. (4) The product is: [NH2:13][C:4]1[C:5]([OH:12])=[C:6]([CH:11]=[C:2]([Cl:1])[CH:3]=1)[C:7]([O:9][CH3:10])=[O:8]. Given the reactants [Cl:1][C:2]1[CH:3]=[C:4]([N+:13]([O-])=O)[C:5]([OH:12])=[C:6]([CH:11]=1)[C:7]([O:9][CH3:10])=[O:8], predict the reaction product. (5) Given the reactants Br[CH2:2][CH2:3][N:4]1[C:8]2[CH2:9][CH2:10][C:11]3[C:12]4[C:17]([S:18][C:19]=3[C:7]=2[CH:6]=[N:5]1)=[N:16][CH:15]=[N:14][C:13]=4[O:20][CH2:21][CH2:22][C:23]1[CH:28]=[CH:27][C:26]([N+:29]([O-:31])=[O:30])=[CH:25][CH:24]=1.[CH3:32][N:33]1[CH2:38][CH2:37][NH:36][CH2:35][CH2:34]1, predict the reaction product. The product is: [CH3:32][N:33]1[CH2:38][CH2:37][N:36]([CH2:2][CH2:3][N:4]2[C:8]3[CH2:9][CH2:10][C:11]4[C:12]5[C:17]([S:18][C:19]=4[C:7]=3[CH:6]=[N:5]2)=[N:16][CH:15]=[N:14][C:13]=5[O:20][CH2:21][CH2:22][C:23]2[CH:28]=[CH:27][C:26]([N+:29]([O-:31])=[O:30])=[CH:25][CH:24]=2)[CH2:35][CH2:34]1. (6) Given the reactants [O:1]1[CH2:6][CH2:5][CH2:4][O:3][CH:2]1[C:7]1[CH:12]=[CH:11][C:10]([C:13]2[S:14][C:15]3[C:20]([N:21]=2)=[CH:19][CH:18]=[C:17]([C:22]([CH:24]2[CH2:27][CH2:26][CH2:25]2)=[CH2:23])[N:16]=3)=[C:9]([F:28])[CH:8]=1.[I-].[CH3:30][S+](C)(C)=O.CC([O-])(C)C.[K+], predict the reaction product. The product is: [O:3]1[CH2:4][CH2:5][CH2:6][O:1][CH:2]1[C:7]1[CH:12]=[CH:11][C:10]([C:13]2[S:14][C:15]3[C:20]([N:21]=2)=[CH:19][CH:18]=[C:17]([C:22]2([CH:24]4[CH2:27][CH2:26][CH2:25]4)[CH2:30][CH2:23]2)[N:16]=3)=[C:9]([F:28])[CH:8]=1. (7) Given the reactants [C:1]([C:5]1[CH:6]=[C:7]2[C:12](=[C:13]([F:15])[CH:14]=1)[C:11](=[O:16])[N:10]([C:17]1[N:24]=[CH:23][CH:22]=[C:21]([C:25]3[CH:30]=[C:29]([NH:31][C:32]4[CH:37]=[CH:36][N:35]=[CH:34][N:33]=4)[C:28](=[O:38])[N:27]([CH3:39])[CH:26]=3)[C:18]=1[CH:19]=[O:20])[N:9]=[CH:8]2)([CH3:4])([CH3:3])[CH3:2].[BH4-].[Na+], predict the reaction product. The product is: [C:1]([C:5]1[CH:6]=[C:7]2[C:12](=[C:13]([F:15])[CH:14]=1)[C:11](=[O:16])[N:10]([C:17]1[C:18]([CH2:19][OH:20])=[C:21]([C:25]3[CH:30]=[C:29]([NH:31][C:32]4[CH:37]=[CH:36][N:35]=[CH:34][N:33]=4)[C:28](=[O:38])[N:27]([CH3:39])[CH:26]=3)[CH:22]=[CH:23][N:24]=1)[N:9]=[CH:8]2)([CH3:4])([CH3:2])[CH3:3].